Task: Predict the product of the given reaction.. Dataset: Forward reaction prediction with 1.9M reactions from USPTO patents (1976-2016) (1) Given the reactants Cl[C:2]1[CH:3]=[C:4]([CH:10]=[C:11]([O:13][CH2:14][CH3:15])[N:12]=1)[C:5]([O:7][CH2:8][CH3:9])=[O:6].[C:16]1([C:22]([C:24]2[CH:29]=[CH:28][CH:27]=[CH:26][CH:25]=2)=[NH:23])[CH:21]=[CH:20][CH:19]=[CH:18][CH:17]=1.C(=O)([O-])[O-].[Cs+].[Cs+].C1(P(C2C=CC=CC=2)C2C=CC3C(=CC=CC=3)C=2C2C3C(=CC=CC=3)C=CC=2P(C2C=CC=CC=2)C2C=CC=CC=2)C=CC=CC=1, predict the reaction product. The product is: [C:16]1([C:22](=[N:23][C:2]2[CH:3]=[C:4]([CH:10]=[C:11]([O:13][CH2:14][CH3:15])[N:12]=2)[C:5]([O:7][CH2:8][CH3:9])=[O:6])[C:24]2[CH:25]=[CH:26][CH:27]=[CH:28][CH:29]=2)[CH:21]=[CH:20][CH:19]=[CH:18][CH:17]=1. (2) Given the reactants FC1C=CC=CC=1C(Cl)=O.[CH3:11][N:12]([CH3:22])[C:13]1[CH:21]=[CH:20][C:16]([C:17](Cl)=[O:18])=[CH:15][CH:14]=1.[NH2:23][C:24]1[CH:25]=[C:26]([CH:37]=[CH:38][N:39]=1)[C:27]([NH:29][CH2:30][C:31]1[CH:36]=[CH:35][CH:34]=[CH:33][CH:32]=1)=[O:28], predict the reaction product. The product is: [CH2:30]([NH:29][C:27](=[O:28])[C:26]1[CH:37]=[CH:38][N:39]=[C:24]([NH:23][C:17](=[O:18])[C:16]2[CH:20]=[CH:21][C:13]([N:12]([CH3:22])[CH3:11])=[CH:14][CH:15]=2)[CH:25]=1)[C:31]1[CH:36]=[CH:35][CH:34]=[CH:33][CH:32]=1.